Dataset: Forward reaction prediction with 1.9M reactions from USPTO patents (1976-2016). Task: Predict the product of the given reaction. (1) The product is: [O:40]=[C:37]1[NH:36][C@H:35]2[CH2:34][S:33][C@@H:32]([CH2:31][CH2:30][CH2:29][CH2:28][NH:25][C:26]([NH:1][CH2:2][CH2:3][CH2:4][CH2:5][C:6]([O:8][C:9]([CH3:12])([CH3:11])[CH3:10])=[O:7])=[O:27])[C@H:39]2[NH:38]1. Given the reactants [NH2:1][CH2:2][CH2:3][CH2:4][CH2:5][C:6]([O:8][C:9]([CH3:12])([CH3:11])[CH3:10])=[O:7].C(N(CC)CC)C.CN(C)C=O.[N:25]([CH2:28][CH2:29][CH2:30][CH2:31][C@H:32]1[C@@H:39]2[C@@H:35]([NH:36][C:37](=[O:40])[NH:38]2)[CH2:34][S:33]1)=[C:26]=[O:27].[N-]=C=O, predict the reaction product. (2) Given the reactants Br[C:2]1[CH:7]=[CH:6][C:5]([Br:8])=[CH:4][N:3]=1.[C:9](#[N:13])[CH:10]([CH3:12])[CH3:11], predict the reaction product. The product is: [Br:8][C:5]1[CH:6]=[CH:7][C:2]([C:10]([CH3:12])([CH3:11])[C:9]#[N:13])=[N:3][CH:4]=1.